This data is from Full USPTO retrosynthesis dataset with 1.9M reactions from patents (1976-2016). The task is: Predict the reactants needed to synthesize the given product. (1) Given the product [CH3:32][C:33]1[CH:38]=[CH:37][CH:36]=[C:35]([CH3:39])[C:34]=1[C:22]1[C:5]2[O:6][C@@H:7]([CH2:10][O:11][S:12]([C:15]3[CH:20]=[CH:19][C:18]([CH3:21])=[CH:17][CH:16]=3)(=[O:14])=[O:13])[CH2:8][O:9][C:4]=2[CH:3]=[C:2]([Cl:1])[CH:23]=1, predict the reactants needed to synthesize it. The reactants are: [Cl:1][C:2]1[CH:23]=[C:22](OS(C(F)(F)F)(=O)=O)[C:5]2[O:6][C@@H:7]([CH2:10][O:11][S:12]([C:15]3[CH:20]=[CH:19][C:18]([CH3:21])=[CH:17][CH:16]=3)(=[O:14])=[O:13])[CH2:8][O:9][C:4]=2[CH:3]=1.[CH3:32][C:33]1[CH:38]=[CH:37][CH:36]=[C:35]([CH3:39])[C:34]=1B(O)O. (2) Given the product [F:55][C:56]1[CH:63]=[CH:62][CH:61]=[CH:60][C:57]=1[CH2:58][N:49]1[C:50]2[C:46](=[CH:45][C:44]([S:41]([N:38]3[CH2:39][CH2:40][C@H:37]3[CH2:36][O:29][C:30]3[CH:35]=[CH:34][CH:33]=[CH:32][CH:31]=3)(=[O:43])=[O:42])=[CH:52][CH:51]=2)[C:47](=[O:54])[C:48]1=[O:53], predict the reactants needed to synthesize it. The reactants are: CN1C2C(=CC(S(N3CCC[C@H]3COC3C=CC=CC=3)(=O)=O)=CC=2)C(=O)C1=O.[O:29]([CH2:36][C@@H:37]1[CH2:40][CH2:39][N:38]1[S:41]([C:44]1[CH:45]=[C:46]2[C:50](=[CH:51][CH:52]=1)[NH:49][C:48](=[O:53])[C:47]2=[O:54])(=[O:43])=[O:42])[C:30]1[CH:35]=[CH:34][CH:33]=[CH:32][CH:31]=1.[F:55][C:56]1[CH:63]=[CH:62][CH:61]=[CH:60][C:57]=1[CH2:58]Br.